Predict which catalyst facilitates the given reaction. From a dataset of Catalyst prediction with 721,799 reactions and 888 catalyst types from USPTO. (1) Reactant: [NH:1]1[CH:5]=[CH:4][N:3]=[C:2]1[C:6]([OH:8])=O.[NH2:9][C:10]1[CH:15]=[CH:14][CH:13]=[CH:12][CH:11]=1.CCN=C=NCCCN(C)C.Cl.C1C=CC2N(O)N=NC=2C=1. Product: [C:10]1([NH:9][C:6]([C:2]2[NH:1][CH:5]=[CH:4][N:3]=2)=[O:8])[CH:15]=[CH:14][CH:13]=[CH:12][CH:11]=1. The catalyst class is: 18. (2) Reactant: [CH:1]([C:3]1[N:4]=[C:5]2[C:10]([N:11]3[CH2:16][CH2:15][O:14][CH2:13][CH2:12]3)=[CH:9][CH:8]=[N:7][N:6]2[C:17]=1[CH:18]1[CH2:23][CH2:22][N:21]([C:24]([O:26][C:27]([CH3:30])([CH3:29])[CH3:28])=[O:25])[CH2:20][CH2:19]1)=O.[CH3:31][C:32]1[CH:41]=[CH:40][C:39]2[C:34](=[CH:35][CH:36]=[CH:37][CH:38]=2)[N:33]=1.Br[Si](C)(C)C. Product: [O:14]1[CH2:13][CH2:12][N:11]([C:10]2[C:5]3[N:6]([C:17]([CH:18]4[CH2:23][CH2:22][N:21]([C:24]([O:26][C:27]([CH3:30])([CH3:29])[CH3:28])=[O:25])[CH2:20][CH2:19]4)=[C:3](/[CH:1]=[CH:31]/[C:32]4[CH:41]=[CH:40][C:39]5[C:34](=[CH:35][CH:36]=[CH:37][CH:38]=5)[N:33]=4)[N:4]=3)[N:7]=[CH:8][CH:9]=2)[CH2:16][CH2:15]1. The catalyst class is: 3. (3) Reactant: C([N:8]1[CH2:13][C@@H:12]([CH3:14])[N:11]([CH:15]2[CH2:20][CH2:19][O:18][CH2:17][CH2:16]2)[CH2:10][C@@H:9]1[CH3:21])C1C=CC=CC=1.[H][H]. Product: [CH3:14][C@@H:12]1[CH2:13][NH:8][C@@H:9]([CH3:21])[CH2:10][N:11]1[CH:15]1[CH2:20][CH2:19][O:18][CH2:17][CH2:16]1. The catalyst class is: 19. (4) Reactant: Br[C:2]1[CH:7]=[CH:6][C:5]([C:8]([F:11])([F:10])[F:9])=[CH:4][N:3]=1.[CH:12]1([C:15]2[N:16]=[CH:17][C:18]([O:21][CH:22]3[CH2:31][N:25]4[CH2:26][CH2:27][NH:28][C:29](=[O:30])[CH:24]4[CH2:23]3)=[N:19][CH:20]=2)[CH2:14][CH2:13]1.C1(P(C2C=CC=CC=2)C2C3OC4C(=CC=CC=4P(C4C=CC=CC=4)C4C=CC=CC=4)C(C)(C)C=3C=CC=2)C=CC=CC=1.C(=O)([O-])[O-].[Cs+].[Cs+]. Product: [CH:12]1([C:15]2[N:16]=[CH:17][C:18]([O:21][C@H:22]3[CH2:31][N:25]4[CH2:26][CH2:27][N:28]([C:2]5[CH:7]=[CH:6][C:5]([C:8]([F:11])([F:10])[F:9])=[CH:4][N:3]=5)[C:29](=[O:30])[C@@H:24]4[CH2:23]3)=[N:19][CH:20]=2)[CH2:14][CH2:13]1. The catalyst class is: 167. (5) Reactant: [CH3:1][O:2][C:3]1[CH:4]=[C:5]2[C:10](=[CH:11][C:12]=1[O:13][CH3:14])[N:9]=[CH:8][CH:7]=[C:6]2[O:15][C:16]1[CH:22]=[CH:21][C:19]([NH2:20])=[C:18]([CH3:23])[C:17]=1[CH3:24].[C:25]1(C)C=C[CH:28]=[CH:27][CH:26]=1.[CH2:32]([N:34]([CH2:37]C)CC)C.ClC(Cl)([O:42][C:43](=O)[O:44]C(Cl)(Cl)Cl)Cl. Product: [CH3:1][O:2][C:3]1[CH:4]=[C:5]2[C:10](=[CH:11][C:12]=1[O:13][CH3:14])[N:9]=[CH:8][CH:7]=[C:6]2[O:15][C:16]1[CH:22]=[CH:21][C:19]([NH:20][C:43](=[O:42])[O:44][CH2:25][CH2:26][CH2:27][CH2:28][N:34]([CH3:37])[CH3:32])=[C:18]([CH3:23])[C:17]=1[CH3:24]. The catalyst class is: 2. (6) Reactant: [NH:1]1[CH:5]=[C:4]([C:6]2[CH:22]=[CH:21][C:9]3[C:10]4[N:11]=[C:12]([C:18]([OH:20])=O)[S:13][C:14]=4[CH2:15][CH2:16][O:17][C:8]=3[CH:7]=2)[CH:3]=[N:2]1.[NH:23]1[CH2:27][CH2:26][CH2:25][C@@H:24]1[CH2:28][C:29]1[CH:34]=[CH:33][CH:32]=[CH:31][N:30]=1.CCN(C(C)C)C(C)C.CN(C(ON1N=NC2C=CC=NC1=2)=[N+](C)C)C.F[P-](F)(F)(F)(F)F. Product: [NH:1]1[CH:5]=[C:4]([C:6]2[CH:22]=[CH:21][C:9]3[C:10]4[N:11]=[C:12]([C:18]([N:23]5[CH2:27][CH2:26][CH2:25][C@@H:24]5[CH2:28][C:29]5[CH:34]=[CH:33][CH:32]=[CH:31][N:30]=5)=[O:20])[S:13][C:14]=4[CH2:15][CH2:16][O:17][C:8]=3[CH:7]=2)[CH:3]=[N:2]1. The catalyst class is: 31. (7) Reactant: [CH3:1][C:2]1[CH:21]=[C:20]([N+:22]([O-])=O)[CH:19]=[C:18]([CH3:25])[C:3]=1[O:4][C:5]1[CH:6]=[C:7]2[C:11](=[CH:12][CH:13]=1)[NH:10][N:9]=[C:8]2[CH2:14][CH:15]([CH3:17])[CH3:16]. Product: [NH2:22][C:20]1[CH:21]=[C:2]([CH3:1])[C:3]([O:4][C:5]2[CH:6]=[C:7]3[C:11](=[CH:12][CH:13]=2)[NH:10][N:9]=[C:8]3[CH2:14][CH:15]([CH3:17])[CH3:16])=[C:18]([CH3:25])[CH:19]=1. The catalyst class is: 29.